Dataset: Reaction yield outcomes from USPTO patents with 853,638 reactions. Task: Predict the reaction yield, written as a fraction of the theoretical maximum amount of product (1.0 means a 100% yield; for example, 0.34 means a 34% yield). The reactants are [CH:1]([C:3]1[CH:8]=[CH:7][C:6](/[CH:9]=[CH:10]/[C:11]([OH:13])=[O:12])=[CH:5][CH:4]=1)=[O:2].OS(O)(=O)=O.[CH3:19]O. No catalyst specified. The product is [CH:1]([C:3]1[CH:8]=[CH:7][C:6](/[CH:9]=[CH:10]/[C:11]([O:13][CH3:19])=[O:12])=[CH:5][CH:4]=1)=[O:2]. The yield is 0.860.